Dataset: Antibody developability classification from SAbDab with 2,409 antibodies. Task: Regression/Classification. Given an antibody's heavy chain and light chain sequences, predict its developability. TAP uses regression for 5 developability metrics; SAbDab uses binary classification. (1) The antibody is ['QIQLVQSGPELKKPGETVKISCKASGYTFTNYGMNLVKQAPGKGFEWMGWINTFTGEPTYADDFKGRFVFSLDTSASTAYLQINNLKNEDTATYFFTRGTDYWGQGTTLTVSS', 'DVVMSQTPLTLSVTIGQPASISCKSSQSLLDSDGKTYLNWLLQRPGQSPKRLIYLVSRLDSGVPDRFTGSGSGTDFTLKISRVEAEDLGIYFCWQGSHFPQTFGGGTKLEIK']. Result: 0 (not developable). (2) The antibody is ['EVKLQESGGDLVQPGGSLKLSCAASGFTFSSYTMSWVRQTPEKRLEWVASINNGGGRTYYPDTVKGRFTISRDNAKNTLYLQMSSLKSEDTAMYYCVRHEYYYAMDYWGQGTTVTVSS', 'DIELTQTPVSLSASVGETVTITCRASENIYSYLAWYQQKQGKSPQFLVYNAKTLGEGVPSRFSGSGSGTQFSLKINSLLPEDFGSYYCQHHYGTPPLTFGGGTKLEIK']. Result: 0 (not developable).